This data is from Full USPTO retrosynthesis dataset with 1.9M reactions from patents (1976-2016). The task is: Predict the reactants needed to synthesize the given product. (1) Given the product [CH3:45][C:43]1[CH:42]=[CH:41][C:40]([N:46]2[N:47]=[CH:48][CH:49]=[N:50]2)=[C:39]([CH:44]=1)[C:38]([NH:37][C@H:33]1[CH2:34][CH2:35][CH2:36][C@@H:32]1[NH:31][C:14]1[CH:23]=[N:22][C:21]2[C:16](=[CH:17][CH:18]=[CH:19][CH:20]=2)[N:15]=1)=[O:51], predict the reactants needed to synthesize it. The reactants are: COC1C=CC=C(OC)C=1C(N[C@H]1CCC[C@@H]1N[C:14]1[CH:23]=[N:22][C:21]2[C:16](=[CH:17][CH:18]=[CH:19][CH:20]=2)[N:15]=1)=O.Cl.[NH2:31][C@H:32]1[CH2:36][CH2:35][CH2:34][C@@H:33]1[NH:37][C:38](=[O:51])[C:39]1[CH:44]=[C:43]([CH3:45])[CH:42]=[CH:41][C:40]=1[N:46]1[N:50]=[CH:49][CH:48]=[N:47]1.ClC1C=NC2C(=CC=CC=2)N=1. (2) Given the product [CH3:14][C@H:12]1[CH2:13][NH:8][CH2:9][C@H:10]2[NH:17][C:16](=[O:18])[O:15][C@H:11]12, predict the reactants needed to synthesize it. The reactants are: COC1C=CC(C[N:8]2[CH2:13][C@H:12]([CH3:14])[C@H:11]3[O:15][C:16](=[O:18])[NH:17][C@@H:10]3[CH2:9]2)=CC=1.